From a dataset of Reaction yield outcomes from USPTO patents with 853,638 reactions. Predict the reaction yield, written as a fraction of the theoretical maximum amount of product (1.0 means a 100% yield; for example, 0.34 means a 34% yield). (1) The reactants are Cl.[NH2:2][C@H:3]([C:6]([OH:8])=[O:7])[CH2:4][SH:5].C([O-])(=O)C.[Na+].[N+:14]([C:17]1[CH:24]=[CH:23][C:20]([CH:21]=O)=[CH:19][CH:18]=1)([O-:16])=[O:15]. The catalyst is O.C(O)C. The product is [N+:14]([C:17]1[CH:24]=[CH:23][C:20]([CH:21]2[NH:2][C@H:3]([C:6]([OH:8])=[O:7])[CH2:4][S:5]2)=[CH:19][CH:18]=1)([O-:16])=[O:15]. The yield is 0.870. (2) The product is [F:23][C:4]1[CH:3]=[C:2]([B:27]2[O:28][C:29]([CH3:31])([CH3:30])[C:25]([CH3:41])([CH3:24])[O:26]2)[CH:7]=[CH:6][C:5]=1[C:8]([N:10]1[CH2:15][CH2:14][N:13]([C:16]([O:18][C:19]([CH3:22])([CH3:21])[CH3:20])=[O:17])[CH2:12][CH2:11]1)=[O:9]. The yield is 0.470. The catalyst is CN(C)C=O.C1C=CC(P(C2C=CC=CC=2)[C-]2C=CC=C2)=CC=1.C1C=CC(P(C2C=CC=CC=2)[C-]2C=CC=C2)=CC=1.Cl[Pd]Cl.[Fe+2]. The reactants are Br[C:2]1[CH:7]=[CH:6][C:5]([C:8]([N:10]2[CH2:15][CH2:14][N:13]([C:16]([O:18][C:19]([CH3:22])([CH3:21])[CH3:20])=[O:17])[CH2:12][CH2:11]2)=[O:9])=[C:4]([F:23])[CH:3]=1.[CH3:24][C:25]1([CH3:41])[C:29]([CH3:31])([CH3:30])[O:28][B:27]([B:27]2[O:28][C:29]([CH3:31])([CH3:30])[C:25]([CH3:41])([CH3:24])[O:26]2)[O:26]1.CC([O-])=O.[K+].O. (3) The reactants are [CH2:1]([O:8][C:9]1[CH:14]=[C:13]([Cl:15])[CH:12]=[CH:11][C:10]=1[C:16]1[N:20]=[C:19]([CH2:21]Br)[S:18][N:17]=1)[C:2]1[CH:7]=[CH:6][CH:5]=[CH:4][CH:3]=1.[F:23][C:24]1[C:32]([OH:33])=[CH:31][CH:30]=[C:29]([F:34])[C:25]=1[C:26]([NH2:28])=[O:27].C(=O)([O-])[O-].[K+].[K+]. The catalyst is CN(C=O)C. The product is [CH2:1]([O:8][C:9]1[CH:14]=[C:13]([Cl:15])[CH:12]=[CH:11][C:10]=1[C:16]1[N:20]=[C:19]([CH2:21][O:33][C:32]2[C:24]([F:23])=[C:25]([C:29]([F:34])=[CH:30][CH:31]=2)[C:26]([NH2:28])=[O:27])[S:18][N:17]=1)[C:2]1[CH:7]=[CH:6][CH:5]=[CH:4][CH:3]=1. The yield is 0.300. (4) The reactants are [NH2:1][C:2]1[CH:7]=[CH:6][C:5]([C:8]2[CH:9]=[CH:10][C:11]3[O:17][CH2:16][CH2:15][N:14]([C:18]([O:20][CH2:21][CH:22]=[CH2:23])=[O:19])[CH2:13][C:12]=3[CH:24]=2)=[CH:4][C:3]=1[N+:25]([O-])=O.[Sn](Cl)Cl.[OH-].[Na+].[Sn].S([O-])([O-])(=O)=O.[Na+].[Na+]. The catalyst is CC(OC)(C)C.C(O)(=O)C. The product is [NH2:25][C:3]1[CH:4]=[C:5]([C:8]2[CH:9]=[CH:10][C:11]3[O:17][CH2:16][CH2:15][N:14]([C:18]([O:20][CH2:21][CH:22]=[CH2:23])=[O:19])[CH2:13][C:12]=3[CH:24]=2)[CH:6]=[CH:7][C:2]=1[NH2:1]. The yield is 0.710. (5) The reactants are Br[C:2]1[CH:3]=[C:4]2[C:9](=[N:10][CH:11]=1)[NH:8][CH2:7][CH2:6][CH:5]2[O:12][C:13]1[CH:18]=[CH:17][CH:16]=[C:15]([Cl:19])[CH:14]=1.[CH3:20][N:21]1[CH2:26][CH2:25][N:24]([C:27]2[CH:32]=[CH:31][C:30](B3OC(C)(C)C(C)(C)O3)=[CH:29][N:28]=2)[CH2:23][CH2:22]1. The catalyst is CO.C(Cl)Cl. The product is [Cl:19][C:15]1[CH:14]=[C:13]([CH:18]=[CH:17][CH:16]=1)[O:12][CH:5]1[C:4]2[C:9](=[N:10][CH:11]=[C:2]([C:30]3[CH:29]=[N:28][C:27]([N:24]4[CH2:23][CH2:22][N:21]([CH3:20])[CH2:26][CH2:25]4)=[CH:32][CH:31]=3)[CH:3]=2)[NH:8][CH2:7][CH2:6]1. The yield is 0.550. (6) The reactants are [S:1]1[C:5]2[CH:6]=[CH:7][CH:8]=[CH:9][C:4]=2[C:3]([N:10]2[CH2:15][CH2:14][N:13]([CH2:16][CH:17]([C:19]3[CH:20]=[C:21]4[C:25](=[CH:26][CH:27]=3)[C:24]([CH3:29])([CH3:28])[C:23](=[O:30])[C:22]4([CH3:32])[CH3:31])Cl)[CH2:12][CH2:11]2)=[N:2]1.C([SnH](CCCC)CCCC)CCC.CC(N=NC(C#N)(C)C)(C#N)C. The catalyst is C1(C)C=CC=CC=1. The product is [S:1]1[C:5]2[CH:6]=[CH:7][CH:8]=[CH:9][C:4]=2[C:3]([N:10]2[CH2:15][CH2:14][N:13]([CH2:16][CH2:17][C:19]3[CH:20]=[C:21]4[C:25](=[CH:26][CH:27]=3)[C:24]([CH3:28])([CH3:29])[C:23](=[O:30])[C:22]4([CH3:32])[CH3:31])[CH2:12][CH2:11]2)=[N:2]1. The yield is 0.890.